From a dataset of Catalyst prediction with 721,799 reactions and 888 catalyst types from USPTO. Predict which catalyst facilitates the given reaction. (1) Reactant: Br[CH2:2][C:3]1[CH:17]=[C:16]([C:18]([F:21])([F:20])[F:19])[CH:15]=[CH:14][C:4]=1[O:5][CH2:6][C:7]([O:9][C:10]([CH3:13])([CH3:12])[CH3:11])=[O:8].[CH3:22][C:23]1[N:24]=[N:25][NH:26][N:27]=1.C(=O)([O-])[O-].[K+].[K+]. Product: [CH3:22][C:23]1[N:24]=[N:25][N:26]([CH2:2][C:3]2[CH:17]=[C:16]([C:18]([F:21])([F:20])[F:19])[CH:15]=[CH:14][C:4]=2[O:5][CH2:6][C:7]([O:9][C:10]([CH3:13])([CH3:12])[CH3:11])=[O:8])[N:27]=1. The catalyst class is: 3. (2) Reactant: [C:1]([O:4][C:5]1[CH:15]=[CH:14][CH:13]=[CH:12][C:6]=1[C:7]([O:9][CH2:10]Cl)=[O:8])(=[O:3])[CH3:2].[N+:16]([O:19][CH:20]([CH2:27][O:28][N+:29]([O-:31])=[O:30])[CH2:21][CH2:22][CH2:23][C:24]([OH:26])=[O:25])([O-:18])=[O:17].CCN(CC)CC. Product: [C:1]([O:4][C:5]1[CH:15]=[CH:14][CH:13]=[CH:12][C:6]=1[C:7]([O:9][CH2:10][O:26][C:24](=[O:25])[CH2:23][CH2:22][CH2:21][CH:20]([O:19][N+:16]([O-:18])=[O:17])[CH2:27][O:28][N+:29]([O-:31])=[O:30])=[O:8])(=[O:3])[CH3:2]. The catalyst class is: 18. (3) Reactant: [C:1]([NH:5][C:6]1[CH:11]=[C:10](Cl)[N:9]=[C:8]([Cl:13])[N:7]=1)([CH3:4])([CH3:3])[CH3:2].[CH3:14][O:15][C:16]([C:18]1([C:22]2[CH:27]=[CH:26][C:25]([NH2:28])=[CH:24][CH:23]=2)[CH2:21][CH2:20][CH2:19]1)=[O:17].C1(P(C2C=CC=CC=2)CCCP(C2C=CC=CC=2)C2C=CC=CC=2)C=CC=CC=1.CC(C)([O-])C.[Na+]. Product: [CH3:14][O:15][C:16]([C:18]1([C:22]2[CH:23]=[CH:24][C:25]([NH:28][C:10]3[CH:11]=[C:6]([NH:5][C:1]([CH3:4])([CH3:3])[CH3:2])[N:7]=[C:8]([Cl:13])[N:9]=3)=[CH:26][CH:27]=2)[CH2:19][CH2:20][CH2:21]1)=[O:17]. The catalyst class is: 451. (4) Reactant: CS(Cl)(=O)=O.[F:6][C:7]([F:34])([F:33])[C:8]1[CH:12]=[C:11]([C:13]([F:16])([F:15])[F:14])[N:10]([CH2:17][C:18]2[CH:19]=[C:20]([C:30](O)=[O:31])[N:21]([C:23]3[C:28]([Cl:29])=[CH:27][CH:26]=[CH:25][N:24]=3)[N:22]=2)[N:9]=1.N1C=CC=CC=1.[NH2:41][C:42]1[C:51]([CH3:52])=[CH:50][C:49]([Cl:53])=[CH:48][C:43]=1[C:44](NC)=[O:45]. Product: [F:34][C:7]([F:6])([F:33])[C:8]1[CH:12]=[C:11]([C:13]([F:16])([F:15])[F:14])[N:10]([CH2:17][C:18]2[CH:19]=[C:20]([C:30]3[O:31][C:44](=[O:45])[C:43]4[CH:48]=[C:49]([Cl:53])[CH:50]=[C:51]([CH3:52])[C:42]=4[N:41]=3)[N:21]([C:23]3[C:28]([Cl:29])=[CH:27][CH:26]=[CH:25][N:24]=3)[N:22]=2)[N:9]=1. The catalyst class is: 10.